This data is from Experimentally validated miRNA-target interactions with 360,000+ pairs, plus equal number of negative samples. The task is: Binary Classification. Given a miRNA mature sequence and a target amino acid sequence, predict their likelihood of interaction. (1) The miRNA is mmu-miR-669p-5p with sequence AGUUGUGUGUGCAUGUUCAUGUCU. The protein sequence of the target gene is MADPRQEFDTMEDHAGDYTLLQDQEGDMDHGLKESPPQPPADDGAEEPGSETSDAKSTPTAEDVTAPLVDERAPDKQAAAQPHTEIPEGITAEEAGIGDTPNQEDQAAGHVTQGRREGQAPDLGTSDWTRQQVSSMSGAPLLPQGLREATCQPSGTRPEDIEKSHPASELLRRGPPQKEGWGQDRLGSEEEVDEDLTVDESSQDSPPSQASLTPGRAAPQAGSGSVCGETASVPGLPTEGSVPLPADFFSKVSAETQASQPEGPGTGPMEEGHEAAPEFTFHVEIKASTPKEQDLEGATV.... Result: 0 (no interaction). (2) The miRNA is hsa-miR-106a-5p with sequence AAAAGUGCUUACAGUGCAGGUAG. The protein sequence of the target gene is MRRSMKRRRRRRPVAPATAARGGDFRAEDGAGLEAREEKVVYSRSQLSLADSTKALGDAFKLFMPRSTEFMSSDAELWSFLCSLKHQFSPHILRSKDVYGYSSCRALVPDPPGPPTARGQARRPVPRAAARRRRRGARAAAARRRKPRPPPPPPPPPEESCPAKPVAPGPCFGGRTLEEIWRAATPTLTTFPTIRVGSDVWGERSLAAARRRARQVLRVNLEPMVRLRRFPVPRA. Result: 1 (interaction). (3) The miRNA is mmu-miR-484 with sequence UCAGGCUCAGUCCCCUCCCGAU. The protein sequence of the target gene is MDNQQDKVIAASANGDNNLINGVKNNDSEDQEVAMKSFVALEATTPIQPIPVIQKESPMFPRGLLPPPSKKPCMQSPPSPLALIEAPDHSANSASVNAISLTSGVAKGLNTWSLPNECEKAPFAIMEPAGMSALNGDCLMQPSRTCLGCFMESKEAVDPEPGISLKVSDLNRDYETCAVSDIGIQCINAGENIKYGEQLLSDQLLGFPLHKSRAGDRRESEKPDIDLEDPTQKSYYEALLLDKCNTEEALLANSNQDWGYFETFISESKIELLDLCSKNELSVNLFSEEDVENYMFDDDE.... Result: 0 (no interaction). (4) The miRNA is hsa-miR-3145-3p with sequence AGAUAUUUUGAGUGUUUGGAAUUG. The protein sequence of the target gene is MYDRAPRWLDCANRGSTEEHVGPGTYQVPFPKQQATGCYAPFLSLSSKTSACVVSSDAGQAVPGPAHYNVSQAQYNIRGGRSLQNREKRFKKLISDGPGPGSYNWPYLGTLCITTRQKTPRTPAVSRNIDIPSIPSSGKSHGYHLNDDDTIMRRTPPPSDNTIGPAYYNPQFDYPKASLKYKGVNFGNATGRQEFLKYSGPGPGQYDIIQKRKLHCENINIKREQEHNYYTYVPRLYEAIILQEEKKGVPGPGKYNIKSEFDMIKSMSALVNSPSFIFFSETERFEPIKSCTPAPGTYNE.... Result: 0 (no interaction). (5) The miRNA is mmu-miR-3089-5p with sequence UGAGUUCAGGGACAGCGUGUCU. The protein sequence of the target gene is MSTILLNLDFGQPSKKAFGGNAKHQRFVKKRRFLEQKGFLNKKNQPPNKVSKLNSEPPKKGETSRVDGILKILPCPKKKEAAASKRDSERSKDKKAPLSWLTPAPSKKTASVVSKIDLLGEFQSALPKTKSTQKKGSKKKSLKKKIATENSTQAQSKDKGSKKKPLKKNAVPNSTQARSEDKCPTVPQNLPGKMVAIDCEMVGTGPKGRVSSLARCSIVNYNGDVLYDEYVLPPCYIVNYRTRWSGIRKCHMVNATPFKTARSQILKILSGKVVIGHAIHNDYKALQYFHPKSLTRDTSR.... Result: 1 (interaction). (6) The miRNA is rno-miR-27a-5p with sequence AGGGCUUAGCUGCUUGUGAGCA. The protein sequence of the target gene is MASPSRQPPPGGSGLLQGSRARSYGSLVQSACSPVRERRLEHQLEPGDTLAGLALKYGVTMEQIKRANRLYTNDSIFLKKTLYIPILTEPRDLFNGLDSEEEKDGEEKVHPSNSEVWPHSTERKKQETGAGRANGEVLPTPGQETPTPIHDLSASDFLKKLDSQISLSKKAAAQKLKKGENGVPGEDAGLHLSSPWMQQRAVLGPVPLTRTSRTRTLRDQEDEIFKL. Result: 0 (no interaction). (7) The miRNA is mmu-miR-9-3p with sequence AUAAAGCUAGAUAACCGAAAGU. The protein sequence of the target gene is MAASRSTRVTRSTVGLNGLDESFCGRTLRNRSIAHPEEISSNSQVRSRSPKKRPEPVPIQKGNNNGRTTDLKQQSTRESWVSPRKRGLSSSEKDNIERQAIENCERRQTEPVSPVLKRIKRCLRSEAPNSSEEDSPIKSDKESVEQRSTVVDNDADFQGTKRACRCLILDDCEKREIKKVNVSEEGPLNSAVVEEITGYLAVNGVDDSDSAVINCDDCQPDGNTKQNSIGSYVLQEKSVAENGDTDTQTSMFLDSRKEDSYIDHKVPCTDSQVQVKLEDHKIVTACLPVEHVNQLTTEPA.... Result: 0 (no interaction). (8) The miRNA is mmu-miR-743a-3p with sequence GAAAGACACCAAGCUGAGUAGA. The protein sequence of the target gene is MRAVLEAADIAVVALYFILVMCIGFFAMWKSNRSTVSGYFLAGRSMTWVAIGASLFVSNIGSEHFIGLAGSGAASGFAVGAWEFNALLLLQLLGWVFIPIYIRSGVYTMPEYLSKRFGGHRIQVYFAALSLLLYIFTKLSVDLYSGALFIQESLGWNLYVSVILLIGMTALLTVTGGLVAVIYTDTLQALLMIIGALTLMVISMVKIGGFEEVKRRYMLASPDVASILLKYNLSNTNACMVHPKANALKMLRDPTDEDVPWPGFILGQTPASVWYWCADQVIVQRVLAAKNIAHAKGSTL.... Result: 1 (interaction). (9) The miRNA is hsa-miR-6824-5p with sequence GUAGGGGAGGUUGGGCCAGGGA. The protein sequence of the target gene is MALSGNCSRYYPREQGSAVPNSFPEVVELNVGGQVYFTRHSTLISIPHSLLWKMFSPKRDTANDLAKDSKGRFFIDRDGFLFRYILDYLRDRQVVLPDHFPEKGRLKREAEYFQLPDLVKLLTPDEIKQSPDEFCHSDFEDASQGSDTRICPPSSLLPADRKWGFITVGYRGSCTLGREGQADAKFRRVPRILVCGRISLAKEVFGETLNESRDPDRAPERYTSRFYLKFKHLERAFDMLSECGFHMVACNSSVTASFINQYTDDKIWSSYTEYVFYREPSRWSPSHCDCCCKNGKGDKE.... Result: 0 (no interaction). (10) The miRNA is mmu-miR-873a-5p with sequence GCAGGAACUUGUGAGUCUCCU. The protein sequence of the target gene is MTKAQESLTLEDVAVDFTWEEWQFLSPAQKDLYRDVMLENYSNLVSVGYQAGKPDALTKLEQGEPLWTLEDEIHSPAHPEIEKADDHLQQPLQNQKILKRTGQRYEHGRTLKSYLGLTNQSRRYNRKEPAEFNGDGAFLHDNHEQMPTEIEFPESRKPISTKSQFLKHQQTHNIEKAHECTDCGKAFLKKSQLTEHKRIHTGKKPHVCSLCGKAFYKKYRLTEHERAHRGEKPHGCSLCGKAFYKRYRLTEHERAHKGEKPYGCSECGKAFPRKSELTEHQRIHTGIKPHQCSECGRAFS.... Result: 0 (no interaction).